This data is from Drug-target binding data from BindingDB using IC50 measurements. The task is: Regression. Given a target protein amino acid sequence and a drug SMILES string, predict the binding affinity score between them. We predict pIC50 (pIC50 = -log10(IC50 in M); higher means more potent). Dataset: bindingdb_ic50. (1) The small molecule is CCC[C@@H]1CC(=O)C[C@@]2(O1)C(=O)N(C)c1cccc(Br)c12. The target protein (O77759) has sequence MEPGGARLRLQRTEGPGGEREHQPCRDGNTETHRAPDLVKWTRHMEAVKAQLLEQAQGQLRELLDRAMWEAIQSYPSQDKPPPLPPPDSLSRTQEPSLGKQKVFIIRKSLLDELMEVQHFRTIYHMFIAGLCVFIISTLAIDFIDEGRLLLEFDLLIFSFGQLPLALVTWVPMFLSTLLAPYQALRLWARPGARGTWTLGAGLGCALLAAHALVLCALPVHVAVEHQLPPASRCVLVFEQVRFLMKSYSFLREAVPGTLRARRGEGIQAPSFSSYLYFLFCPTLIYRETYPRTPYIRWNYVAKNFAQALGCVLYACFILGRLCVPVFANMSREPFSTRALVLSILHATLPGIFMLLLIFFAFLHCWLNAFAEMLRFGDRMFYRDWWNSTSFSNYYRTWNVVVHDWLYSYVYQDGLWLLGAQARGVAMLGVFLVSAVAHEYIFCFVLGFFYPVMLILFLVIGGMLNFMMHDQHTGPAWNVLMWTMLFLGQGIQVSLYCQEW.... The pIC50 is 5.0. (2) The small molecule is CCCCCCCN1C[C@H](O)[C@@H](O)[C@H](O)[C@H]1CO. The pIC50 is 3.3. The target protein (P23780) has sequence MLRVPLCTPLPLLALLQLLGAAHGIYNVTQRTFKLDYSRDRFLKDGQPFRYISGSIHYFRIPRFYWEDRLLKMKMAGLNAIQMYVPWNFHEPQPGQYEFSGDRDVEHFIQLAHELGLLVILRPGPYICAEWDMGGLPAWLLEKQSIVLRSSDPDYLVAVDKWLAVLLPKMKPLLYQNGGPIITVQVENEYGSYFACDYDYLRFLVHRFRYHLGNDVILFTTDGASEKMLKCGTLQDLYATVDFGTGNNITQAFLVQRKFEPKGPLINSEFYTGWLDHWGKPHSTVKTKTLATSLYNLLARGANVNLYMFIGGTNFAYWNGANTPYEPQPTSYDYDAPLSEAGDLTKKYFALREVIQMFKEVPEGPIPPSTPKFAYGKVALRKFKTVAEALGILCPNGPVKSLYPLTFTQVKQYFGYVLYRTTLPQDCSNPKPIFSSPFNGVRDRAYVSVDGVPQGILDRNLMTALNIRGKAGATLDILVENMGRVNYGRFINDFKGLISN....